This data is from Forward reaction prediction with 1.9M reactions from USPTO patents (1976-2016). The task is: Predict the product of the given reaction. (1) The product is: [Cl:26][C:11]1[N:12]=[C:13]([CH3:25])[N:14]=[C:15]2[C:10]=1[CH:7]=[CH:8][N:16]2[C:17]1[CH:22]=[CH:21][C:20]([Cl:23])=[CH:19][C:18]=1[Cl:24]. Given the reactants I([O-])(=O)(=O)=O.[Na+].[CH2:7]([C:10]1[C:11]([Cl:26])=[N:12][C:13]([CH3:25])=[N:14][C:15]=1[NH:16][C:17]1[CH:22]=[CH:21][C:20]([Cl:23])=[CH:19][C:18]=1[Cl:24])[CH:8]=C.CC(C)=O.O, predict the reaction product. (2) Given the reactants Cl[C:2]1[N:12]=[C:11]([NH:13][C:14]2[CH:15]=[CH:16][CH:17]=[C:18]3[C:22]=2[NH:21][CH:20]=[C:19]3[CH3:23])[C:5]2[C:6](=[O:10])[NH:7][N:8]=[CH:9][C:4]=2[CH:3]=1.CCN(C(C)C)C(C)C.[NH2:33][C@@H:34]1[CH2:39][CH2:38][CH2:37][CH2:36][C@@H:35]1[NH:40][C:41](=[O:47])[O:42][C:43]([CH3:46])([CH3:45])[CH3:44].O, predict the reaction product. The product is: [C:43]([O:42][C:41](=[O:47])[NH:40][C@H:35]1[CH2:36][CH2:37][CH2:38][CH2:39][C@H:34]1[NH:33][C:2]1[N:12]=[C:11]([NH:13][C:14]2[CH:15]=[CH:16][CH:17]=[C:18]3[C:22]=2[NH:21][CH:20]=[C:19]3[CH3:23])[C:5]2[C:6](=[O:10])[NH:7][N:8]=[CH:9][C:4]=2[CH:3]=1)([CH3:46])([CH3:44])[CH3:45]. (3) Given the reactants F[C:2]1[C:7]([C:8]([C:10]2[S:11][CH:12]=[CH:13][CH:14]=2)=[O:9])=[CH:6][CH:5]=[CH:4][N:3]=1.CO.[NH3:17].[OH-].N, predict the reaction product. The product is: [NH2:17][C:2]1[C:7]([C:8]([C:10]2[S:11][CH:12]=[CH:13][CH:14]=2)=[O:9])=[CH:6][CH:5]=[CH:4][N:3]=1. (4) The product is: [CH3:1][O:2][C:3](=[O:14])[C:4]1[CH:9]=[C:8]([C:20]2[N:16]([CH3:15])[N:17]=[CH:18][CH:19]=2)[C:7]([CH2:11][CH3:12])=[CH:6][C:5]=1[NH2:13]. Given the reactants [CH3:1][O:2][C:3](=[O:14])[C:4]1[CH:9]=[C:8](I)[C:7]([CH2:11][CH3:12])=[CH:6][C:5]=1[NH2:13].[CH3:15][N:16]1[C:20]([Sn](CCCC)(CCCC)CCCC)=[CH:19][CH:18]=[N:17]1.O1CCOCC1, predict the reaction product. (5) Given the reactants C([O:3][C:4]([C:6]1[C:7]2[CH2:8][CH2:9][C:10]([O:27][CH3:28])([C:21]3[CH:26]=[CH:25][CH:24]=[CH:23][CH:22]=3)[O:11][C:12]=2[C:13]2[N:17]=[C:16]([CH3:18])[N:15]([CH3:19])[C:14]=2[CH:20]=1)=[O:5])C.[OH-].[K+], predict the reaction product. The product is: [CH3:28][O:27][C:10]1([C:21]2[CH:26]=[CH:25][CH:24]=[CH:23][CH:22]=2)[CH2:9][CH2:8][C:7]2[C:6]([C:4]([OH:5])=[O:3])=[CH:20][C:14]3[N:15]([CH3:19])[C:16]([CH3:18])=[N:17][C:13]=3[C:12]=2[O:11]1.